This data is from Experimentally validated miRNA-target interactions with 360,000+ pairs, plus equal number of negative samples. The task is: Binary Classification. Given a miRNA mature sequence and a target amino acid sequence, predict their likelihood of interaction. (1) The miRNA is hsa-miR-5002-5p with sequence AAUUUGGUUUCUGAGGCACUUAGU. The protein sequence of the target gene is MLRTKDLIWTLFFLGTAVSLQVDIVPSQGEISVGESKFFLCQVAGDAKDKDISWFSPNGEKLSPNQQRISVVWNDDDSSTLTIYNANIDDAGIYKCVVTAEDGTQSEATVNVKIFQKLMFKNAPTPQEFKEGEDAVIVCDVVSSLPPTIIWKHKGRDVILKKDVRFIVLSNNYLQIRGIKKTDEGTYRCEGRILARGEINFKDIQVIVNVPPTVQARQSIVNATANLGQSVTLVCDADGFPEPTMSWTKDGEPIENEEEDDEKHIFSDDSSELTIRNVDKNDEAEYVCIAENKAGEQDAS.... Result: 0 (no interaction). (2) Result: 0 (no interaction). The protein sequence of the target gene is MVVFNGLLKIKICEAVSLKPTAWSLRHAVGPRPQTFLLDPYIALNVDDSRIGQTATKQKTNSPAWHDEFVTDVCNGRKIELAVFHDAPIGYDDFVANCTIQFEELLQNGSRHFEDWIDLEPEGKVYVIIDLSGSSGEAPKDNEERVFRERMRPRKRQGAVRRRVHQVNGHKFMATYLRQPTYCSHCRDFIWGVIGKQGYQCQVCTCVVHKRCHELIITKCAGLKKQETPDEVGSQRFSVNMPHKFGIHNYKVPTFCDHCGSLLWGLLRQGLQCKVCKMNVHRRCETNVAPNCGVDARGIA.... The miRNA is hsa-miR-520f-3p with sequence AAGUGCUUCCUUUUAGAGGGUU. (3) The miRNA is hsa-miR-130b-5p with sequence ACUCUUUCCCUGUUGCACUAC. The protein sequence of the target gene is MAMFEQMRANVGKLLKGIDRYNPENLATLERYVETQAKENAYDLEANLAVLKLYQFNPAFFQTTVTAQILLKALTNLPHTDFTLCKCMIDQAHQEERPIRQILYLGDLLETCHFQAFWQALDENMDLLEGITGFEDSVRKFICHVVGITYQHIDRWLLAEMLGDLSDSQLKVWMSKYGWSADESGQIFICSQEESIKPKNIVEKIDFDSVSSIMASSQ. Result: 0 (no interaction). (4) The miRNA is hsa-miR-95-5p with sequence UCAAUAAAUGUCUGUUGAAUU. The protein sequence of the target gene is MDFLEEPFPDVGTYEDFHTIDWLREKSRDTDRHRKITSKSKESIWEFIKSLLDAWSGWVVMLLIGLLAGTLAGVIDLAVDWMTDLKEGVCLSAFWYSHEQCCWTSNETTFEDRDKCPLWQKWSELLLSQSEGASAYILNYLMYILWALLFAFLAVSLVRVFAPYACGSGIPEIKTILSGFIIRGYLGKWTLLIKTVTLVLVVSSGLSLGKEGPLVHVACCCGNFFSSLFSKYSKNEGKRREVLSAAAAAGVSVAFGAPIGGVLFSLEEVSYYFPLKTLWRSFFAALVAAFTLRSINPFGN.... Result: 0 (no interaction).